From a dataset of Full USPTO retrosynthesis dataset with 1.9M reactions from patents (1976-2016). Predict the reactants needed to synthesize the given product. Given the product [CH:4]1([C@H:10]([NH:15][C:16]([C:18]2[CH:23]=[CH:22][C:21]([F:24])=[CH:20][C:19]=2[NH:25][C:26]([NH:28][C:29]2[C:34]([CH3:35])=[CH:33][C:32]([CH2:36][CH2:37][CH2:38][CH2:39][CH3:40])=[CH:31][C:30]=2[CH3:41])=[O:27])=[O:17])[C:11]([OH:13])=[O:12])[CH2:5][CH2:6][CH2:7][CH2:8][CH2:9]1, predict the reactants needed to synthesize it. The reactants are: O.[OH-].[Li+].[CH:4]1([C@H:10]([NH:15][C:16]([C:18]2[CH:23]=[CH:22][C:21]([F:24])=[CH:20][C:19]=2[NH:25][C:26]([NH:28][C:29]2[C:34]([CH3:35])=[CH:33][C:32]([CH2:36][CH2:37][CH2:38][CH2:39][CH3:40])=[CH:31][C:30]=2[CH3:41])=[O:27])=[O:17])[C:11]([O:13]C)=[O:12])[CH2:9][CH2:8][CH2:7][CH2:6][CH2:5]1.CO.Cl.